Dataset: Catalyst prediction with 721,799 reactions and 888 catalyst types from USPTO. Task: Predict which catalyst facilitates the given reaction. (1) Reactant: [C:1]([O:5][CH2:6][CH2:7][CH2:8][CH2:9][CH2:10][CH2:11][CH2:12][CH2:13][CH2:14][CH2:15][CH2:16][CH2:17][CH2:18][CH2:19][CH2:20][CH2:21][CH2:22][CH2:23][CH2:24][CH2:25][CH2:26][CH3:27])(=[O:4])[CH:2]=[CH2:3].[C:28]([O:33][CH2:34][CH2:35][CH2:36][CH2:37][CH2:38][CH2:39][CH2:40][CH2:41][CH2:42][CH2:43][CH2:44][CH3:45])(=[O:32])[C:29]([CH3:31])=[CH2:30].[C:46]1(=[O:52])[O:51][C:49](=[O:50])[CH:48]=[CH:47]1. Product: [C:1]([O:5][CH2:6][CH2:7][CH2:8][CH2:9][CH2:10][CH2:11][CH2:12][CH2:13][CH2:14][CH2:15][CH2:16][CH2:17][CH2:18][CH2:19][CH2:20][CH2:21][CH2:22][CH2:23][CH2:24][CH2:25][CH2:26][CH3:27])(=[O:4])[CH:2]=[CH2:3].[C:28]([O:33][CH2:34][CH2:35][CH2:36][CH2:37][CH2:38][CH2:39][CH2:40][CH2:41][CH2:42][CH2:43][CH2:44][CH3:45])(=[O:32])[C:29]([CH3:31])=[CH2:30].[C:49]1(=[O:50])[O:51][C:46](=[O:52])[CH:47]=[CH:48]1. The catalyst class is: 11. (2) Reactant: [CH3:1][C:2]1([CH3:18])[CH2:11][C:6]2(OCC[O:7]2)[C:5]([C:12]2[N:16]([CH3:17])[N:15]=[CH:14][CH:13]=2)=[CH:4][CH2:3]1.Cl. Product: [CH3:1][C:2]1([CH3:18])[CH2:11][C:6](=[O:7])[C:5]([C:12]2[N:16]([CH3:17])[N:15]=[CH:14][CH:13]=2)=[CH:4][CH2:3]1. The catalyst class is: 1. (3) Reactant: [NH2:1][C:2]1[CH:7]=[CH:6][CH:5]=[CH:4][C:3]=1[SH:8].[C:9]1([C:15]2[CH:16]=[C:17]([OH:23])[C:18](=[CH:21][CH:22]=2)[CH:19]=O)[CH:14]=[CH:13][CH:12]=[CH:11][CH:10]=1. The catalyst class is: 12. Product: [S:8]1[C:3]2[CH:4]=[CH:5][CH:6]=[CH:7][C:2]=2[N:1]=[C:19]1[C:18]1[CH:21]=[CH:22][C:15]([C:9]2[CH:14]=[CH:13][CH:12]=[CH:11][CH:10]=2)=[CH:16][C:17]=1[OH:23]. (4) Reactant: C([N:3](CC)CC)C.Cl[C:9]1[C:14]([NH2:15])=[C:13]([NH:16][CH2:17][CH2:18][O:19][C:20]2[CH:25]=[CH:24][CH:23]=[CH:22][CH:21]=2)[C:12]([CH3:26])=[C:11]([CH3:27])[N:10]=1.[C:28](Cl)(=O)[CH2:29][CH2:30][CH2:31][CH3:32]. Product: [CH2:31]([C:32]1[N:16]([CH2:17][CH2:18][O:19][C:20]2[CH:25]=[CH:24][CH:23]=[CH:22][CH:21]=2)[C:13]2[C:12]([CH3:26])=[C:11]([CH3:27])[N:10]=[C:9]([NH2:3])[C:14]=2[N:15]=1)[CH2:30][CH2:29][CH3:28]. The catalyst class is: 10.